This data is from Forward reaction prediction with 1.9M reactions from USPTO patents (1976-2016). The task is: Predict the product of the given reaction. (1) Given the reactants [Si](OCCN1C=CC(N)=N1)(C(C)(C)C)(C)C.[N+:17]([C:20]1[N:25]=[CH:24][C:23]([N:26]2[CH2:29][CH:28]([OH:30])[CH2:27]2)=[CH:22][CH:21]=1)([O-])=O, predict the reaction product. The product is: [NH2:17][C:20]1[N:25]=[CH:24][C:23]([N:26]2[CH2:27][CH:28]([OH:30])[CH2:29]2)=[CH:22][CH:21]=1. (2) Given the reactants [CH3:1][O:2][CH2:3][C:4]1[CH:5]=[N:6][CH:7]=[CH:8][CH:9]=1.OO.C(=O)([O-])[O-:13].[Na+].[Na+], predict the reaction product. The product is: [CH3:1][O:2][CH2:3][C:4]1[CH:5]=[N+:6]([O-:13])[CH:7]=[CH:8][CH:9]=1. (3) Given the reactants [CH2:1]([CH:3]([C:6]1[C:7]2[N:8]([C:13]([C:17]3[S:18][CH:19]=[CH:20][C:21]=3[C:22]#[N:23])=[C:14]([CH3:16])[N:15]=2)[N:9]=[C:10]([CH3:12])[CH:11]=1)[CH2:4][CH3:5])[CH3:2].C(Cl)Cl.C1C(=O)N([Br:34])C(=O)C1, predict the reaction product. The product is: [Br:34][C:19]1[S:18][C:17]([C:13]2[N:8]3[N:9]=[C:10]([CH3:12])[CH:11]=[C:6]([CH:3]([CH2:4][CH3:5])[CH2:1][CH3:2])[C:7]3=[N:15][C:14]=2[CH3:16])=[C:21]([C:22]#[N:23])[CH:20]=1. (4) The product is: [Br:1][C:2]1[CH:3]=[C:4]([CH:9]2[C:14]([C:15]([O:17][CH3:18])=[O:16])=[C:13]([CH2:19][Br:31])[NH:12][C:11]3[CH2:20][O:21][CH2:22][C:23](=[O:24])[C:10]2=3)[CH:5]=[CH:6][C:7]=1[F:8]. Given the reactants [Br:1][C:2]1[CH:3]=[C:4]([CH:9]2[C:14]([C:15]([O:17][CH3:18])=[O:16])=[C:13]([CH3:19])[NH:12][C:11]3[CH2:20][O:21][CH2:22][C:23](=[O:24])[C:10]2=3)[CH:5]=[CH:6][C:7]=1[F:8].N1C=CC=CC=1.[Br-:31].[Br-].[Br-].[NH+]1C=CC=CC=1.[NH+]1C=CC=CC=1.[NH+]1C=CC=CC=1, predict the reaction product.